Dataset: Forward reaction prediction with 1.9M reactions from USPTO patents (1976-2016). Task: Predict the product of the given reaction. (1) Given the reactants O[NH:2][C:3]([C:5]1[CH:29]=[CH:28][C:8]([O:9][CH:10]([C:15]2[CH:20]=[CH:19][C:18]([O:21][CH:22]([CH3:24])[CH3:23])=[C:17]([O:25][CH2:26][CH3:27])[CH:16]=2)[C:11]([O:13][CH3:14])=[O:12])=[CH:7][CH:6]=1)=[NH:4].C(OC(=O)C)(=O)C.[H][H], predict the reaction product. The product is: [C:11]([OH:13])(=[O:12])[CH3:10].[C:3]([C:5]1[CH:6]=[CH:7][C:8]([O:9][CH:10]([C:15]2[CH:20]=[CH:19][C:18]([O:21][CH:22]([CH3:23])[CH3:24])=[C:17]([O:25][CH2:26][CH3:27])[CH:16]=2)[C:11]([O:13][CH3:14])=[O:12])=[CH:28][CH:29]=1)(=[NH:2])[NH2:4]. (2) Given the reactants [OH:1][B:2]1[C:6]2[CH:7]=[C:8]([NH:11][S:12]([C:15]3[N:20]=[CH:19][C:18]([NH:21]C(=O)C)=[CH:17][C:16]=3[CH:25]([CH3:27])[CH3:26])(=[O:14])=[O:13])[CH:9]=[CH:10][C:5]=2[CH2:4][O:3]1, predict the reaction product. The product is: [NH2:21][C:18]1[CH:17]=[C:16]([CH:25]([CH3:27])[CH3:26])[C:15]([S:12]([NH:11][C:8]2[CH:9]=[CH:10][C:5]3[CH2:4][O:3][B:2]([OH:1])[C:6]=3[CH:7]=2)(=[O:13])=[O:14])=[N:20][CH:19]=1. (3) Given the reactants Br[C:2]1[CH:7]=[CH:6][CH:5]=[CH:4][C:3]=1[CH3:8].[CH:9]([C:11]1[CH:16]=[CH:15][C:14](B(O)O)=[CH:13][CH:12]=1)=[O:10], predict the reaction product. The product is: [CH3:8][C:3]1[CH:4]=[CH:5][CH:6]=[CH:7][C:2]=1[C:14]1[CH:15]=[CH:16][C:11]([CH:9]=[O:10])=[CH:12][CH:13]=1.